From a dataset of Full USPTO retrosynthesis dataset with 1.9M reactions from patents (1976-2016). Predict the reactants needed to synthesize the given product. (1) Given the product [CH2:23]([NH:8][C:9]1[N:10]=[C:11]([Cl:21])[C:12]2[CH:17]=[CH:16][N:15]([CH:18]([CH3:19])[CH3:29])[C:13]=2[N:14]=1)[CH2:24][CH3:25], predict the reactants needed to synthesize it. The reactants are: [Si]([NH:8][C:9]1[N:10]=[C:11]([Cl:21])[C:12]2[CH:17]=[CH:16][N:15]([CH2:18][CH2:19]C)[C:13]=2[N:14]=1)(C(C)(C)C)(C)C.I[CH2:23][CH2:24][CH3:25].[H-].[Na+].Cl.[CH3:29]N(C=O)C. (2) Given the product [F:1][C:2]1[CH:3]=[C:4]2[C:5](=[CH:6][C:7]=1[F:8])[CH:15]1[O:11][CH:12]2[CH:13]=[CH:14]1, predict the reactants needed to synthesize it. The reactants are: [F:1][C:2]1[C:3](Br)=[C:4](Br)[CH:5]=[CH:6][C:7]=1[F:8].[O:11]1[CH:15]=[CH:14][CH:13]=[CH:12]1.[Li]CCCC. (3) Given the product [Br:1][C:2]1[C:3]2[N:13]([CH3:14])[C:20]([C:19]3[CH:23]=[CH:24][CH:25]=[CH:26][C:18]=3[S:17][CH2:15][CH3:16])=[N:12][C:4]=2[CH:5]=[C:6]([C:8]([F:9])([F:10])[F:11])[CH:7]=1, predict the reactants needed to synthesize it. The reactants are: [Br:1][C:2]1[CH:7]=[C:6]([C:8]([F:11])([F:10])[F:9])[CH:5]=[C:4]([NH2:12])[C:3]=1[NH:13][CH3:14].[CH2:15]([S:17][C:18]1[CH:26]=[CH:25][CH:24]=[CH:23][C:19]=1[C:20](O)=O)[CH3:16].CCN=C=NCCCN(C)C.N1C=CC=CC=1.